This data is from Full USPTO retrosynthesis dataset with 1.9M reactions from patents (1976-2016). The task is: Predict the reactants needed to synthesize the given product. (1) Given the product [CH:39]1([C:2]2[C:10]3[C:5](=[N:6][CH:7]=[CH:8][C:9]=3[O:11][C:12]3[CH:17]=[CH:16][C:15]([NH:18][C:19](=[O:21])[CH3:20])=[CH:14][C:13]=3[F:22])[N:4]([S:23]([C:26]3[CH:31]=[CH:30][C:29]([CH3:32])=[CH:28][CH:27]=3)(=[O:25])=[O:24])[CH:3]=2)[CH2:41][CH2:40]1, predict the reactants needed to synthesize it. The reactants are: Br[C:2]1[C:10]2[C:5](=[N:6][CH:7]=[CH:8][C:9]=2[O:11][C:12]2[CH:17]=[CH:16][C:15]([NH:18][C:19](=[O:21])[CH3:20])=[CH:14][C:13]=2[F:22])[N:4]([S:23]([C:26]2[CH:31]=[CH:30][C:29]([CH3:32])=[CH:28][CH:27]=2)(=[O:25])=[O:24])[CH:3]=1.C(=O)([O-])[O-].[K+].[K+].[CH:39]1(B(O)O)[CH2:41][CH2:40]1. (2) Given the product [C:1]([O:5][C:6](=[O:18])[NH:7][CH2:8][C:9]1[CH:14]=[CH:13][CH:12]=[C:11]([NH2:15])[CH:10]=1)([CH3:4])([CH3:2])[CH3:3], predict the reactants needed to synthesize it. The reactants are: [C:1]([O:5][C:6](=[O:18])[NH:7][CH2:8][C:9]1[CH:14]=[CH:13][CH:12]=[C:11]([N+:15]([O-])=O)[CH:10]=1)([CH3:4])([CH3:3])[CH3:2].[H][H]. (3) Given the product [CH2:28]([O:27][C:25]([N:8]1[CH2:12][CH2:11][CH:10]([C@H:13]2[CH2:15][C@@H:14]2[C:16]([O:18][C:19]([CH3:22])([CH3:21])[CH3:20])=[O:17])[CH2:9]1)=[O:26])[C:29]1[CH:34]=[CH:33][CH:32]=[CH:31][CH:30]=1, predict the reactants needed to synthesize it. The reactants are: C([N:8]1[CH2:12][CH2:11][CH:10]([C@@H:13]2[CH2:15][C@@H:14]2[C:16]([O:18][C:19]([CH3:22])([CH3:21])[CH3:20])=[O:17])[C:9]1=S)C1C=CC=CC=1.Cl[C:25]([O:27][CH2:28][C:29]1[CH:34]=[CH:33][CH:32]=[CH:31][CH:30]=1)=[O:26]. (4) Given the product [F:2][C:3]([F:13])([F:14])[C:4]1[CH:12]=[CH:11][C:7]([C:8]2[NH:10][CH:21]=[C:19]([CH2:18][OH:17])[N:9]=2)=[CH:6][CH:5]=1, predict the reactants needed to synthesize it. The reactants are: Cl.[F:2][C:3]([F:14])([F:13])[C:4]1[CH:12]=[CH:11][C:7]([C:8]([NH2:10])=[NH:9])=[CH:6][CH:5]=1.[CH2:18]1[O:17][C:19](O)([CH2:21]O)[CH2:18][O:17][C:19]1(O)[CH2:21]O.